This data is from Forward reaction prediction with 1.9M reactions from USPTO patents (1976-2016). The task is: Predict the product of the given reaction. (1) Given the reactants Br[C:2]1[S:6][C:5]([S:7]([NH:10][C:11]2[CH:16]=[CH:15][CH:14]=[C:13]([C:17]3[NH:21][N:20]=[N:19][N:18]=3)[CH:12]=2)(=[O:9])=[O:8])=[CH:4][CH:3]=1.[Cl:22][C:23]1[CH:24]=[C:25](B(O)O)[CH:26]=[CH:27][C:28]=1[F:29], predict the reaction product. The product is: [Cl:22][C:23]1[CH:24]=[C:25]([C:2]2[S:6][C:5]([S:7]([NH:10][C:11]3[CH:16]=[CH:15][CH:14]=[C:13]([C:17]4[NH:21][N:20]=[N:19][N:18]=4)[CH:12]=3)(=[O:9])=[O:8])=[CH:4][CH:3]=2)[CH:26]=[CH:27][C:28]=1[F:29]. (2) Given the reactants [CH:1](NC(C)C)(C)C.C([Li])CCC.[O:13]([CH2:31][C@H:32]1[O:37][C:35](=[O:36])[CH2:34][CH2:33]1)[Si:14]([C:27]([CH3:30])([CH3:29])[CH3:28])([C:21]1[CH:26]=[CH:25][CH:24]=[CH:23][CH:22]=1)[C:15]1[CH:20]=[CH:19][CH:18]=[CH:17][CH:16]=1.IC, predict the reaction product. The product is: [Si:14]([O:13][CH2:31][C@H:32]1[O:37][C:35](=[O:36])[C@H:34]([CH3:1])[CH2:33]1)([C:27]([CH3:30])([CH3:28])[CH3:29])([C:21]1[CH:26]=[CH:25][CH:24]=[CH:23][CH:22]=1)[C:15]1[CH:16]=[CH:17][CH:18]=[CH:19][CH:20]=1.